This data is from Full USPTO retrosynthesis dataset with 1.9M reactions from patents (1976-2016). The task is: Predict the reactants needed to synthesize the given product. (1) Given the product [Cl:1][C:2]1[CH:3]=[CH:4][C:5]([O:6][CH:7]2[CH2:10][N:9]([CH2:11][CH2:12][C:13]3([NH:17][C:27]([NH:28][C:29]4[S:30][C:31]([CH2:34][CH3:35])=[N:32][N:33]=4)=[O:26])[CH2:16][CH2:15][CH2:14]3)[CH2:8]2)=[CH:18][CH:19]=1, predict the reactants needed to synthesize it. The reactants are: [Cl:1][C:2]1[CH:19]=[CH:18][C:5]([O:6][CH:7]2[CH2:10][N:9]([CH2:11][CH2:12][C:13]3([NH2:17])[CH2:16][CH2:15][CH2:14]3)[CH2:8]2)=[CH:4][CH:3]=1.C1([O:26][C:27](=O)[NH:28][C:29]2[S:30][C:31]([CH2:34][CH3:35])=[N:32][N:33]=2)C=CC=CC=1. (2) Given the product [CH2:1]([C:7]1[CH:8]=[C:9]2[C:13](=[CH:14][C:15]=1[O:16][CH3:17])[C:26](=[O:27])[C:11]([CH3:12])([CH3:21])[CH2:10]2)[CH2:2][CH2:3][CH2:4][CH2:5][CH3:6], predict the reactants needed to synthesize it. The reactants are: [CH2:1]([C:7]1[CH:8]=[C:9]2[C:13](=[CH:14][C:15]=1[O:16][CH3:17])[C:12](=O)[CH2:11][CH2:10]2)[CH2:2][CH2:3][CH2:4][CH2:5][CH3:6].[H-].[Na+].[CH3:21]I.O.CN(C)[CH:26]=[O:27].